Dataset: Reaction yield outcomes from USPTO patents with 853,638 reactions. Task: Predict the reaction yield, written as a fraction of the theoretical maximum amount of product (1.0 means a 100% yield; for example, 0.34 means a 34% yield). (1) The reactants are [NH2:1][C:2]1[CH:3]=[C:4]([CH:8]=[CH:9][CH:10]=1)[C:5]([OH:7])=[O:6].[F:11][C:12]([F:23])([F:22])[C:13]1[CH:14]=[C:15]([CH:19]=[CH:20][CH:21]=1)[C:16](Cl)=[O:17]. The catalyst is C1COCC1. The product is [F:11][C:12]([F:22])([F:23])[C:13]1[CH:14]=[C:15]([CH:19]=[CH:20][CH:21]=1)[C:16]([NH:1][C:2]1[CH:3]=[C:4]([CH:8]=[CH:9][CH:10]=1)[C:5]([OH:7])=[O:6])=[O:17]. The yield is 0.490. (2) The reactants are [CH3:1][S:2]([NH2:5])(=[O:4])=[O:3].[H-].[Na+].CS([C:12]1[N:13]=[C:14]([C:29]2[CH:34]=[CH:33][CH:32]=[CH:31][CH:30]=2)[C:15]2[CH:21]=[CH:20][C:19](=[O:22])[N:18]([C:23]3[CH:28]=[CH:27][CH:26]=[CH:25][CH:24]=3)[C:16]=2[N:17]=1)(=O)=O.O. The catalyst is CN(C=O)C. The product is [O:22]=[C:19]1[N:18]([C:23]2[CH:28]=[CH:27][CH:26]=[CH:25][CH:24]=2)[C:16]2[N:17]=[C:12]([NH:5][S:2]([CH3:1])(=[O:4])=[O:3])[N:13]=[C:14]([C:29]3[CH:34]=[CH:33][CH:32]=[CH:31][CH:30]=3)[C:15]=2[CH:21]=[CH:20]1. The yield is 0.510. (3) The reactants are [Cl:1][C:2]1[CH:7]=[CH:6][C:5]([S:8]([NH:11][CH:12]([C:14]2[N:18]([CH2:19][CH3:20])[C:17]3[CH:21]=[C:22]([C:25]([O:27]CC)=[O:26])[CH:23]=[CH:24][C:16]=3[N:15]=2)[CH3:13])(=[O:10])=[O:9])=[CH:4][CH:3]=1.O1CCOCC1.[OH-].[Na+].Cl. The catalyst is O. The product is [Cl:1][C:2]1[CH:7]=[CH:6][C:5]([S:8]([NH:11][CH:12]([C:14]2[N:18]([CH2:19][CH3:20])[C:17]3[CH:21]=[C:22]([C:25]([OH:27])=[O:26])[CH:23]=[CH:24][C:16]=3[N:15]=2)[CH3:13])(=[O:10])=[O:9])=[CH:4][CH:3]=1. The yield is 0.690. (4) The reactants are [C:12]([O:11][C:9](O[C:9]([O:11][C:12]([CH3:15])([CH3:14])[CH3:13])=[O:10])=[O:10])([CH3:15])([CH3:14])[CH3:13].Br.[Br:17][CH:18]1[CH2:23][CH2:22][NH:21][CH2:20][CH2:19]1.C(N(CC)CC)C. The catalyst is ClCCl. The product is [C:12]([O:11][C:9]([N:21]1[CH2:22][CH2:23][CH:18]([Br:17])[CH2:19][CH2:20]1)=[O:10])([CH3:13])([CH3:14])[CH3:15]. The yield is 0.990. (5) The reactants are Cl[CH2:2][CH2:3][CH2:4][C:5]([CH3:9])([CH3:8])[C:6]#[N:7].[C-:10]#[N:11].[Na+]. The catalyst is CN(C=O)C.O. The product is [CH3:8][C:5]([CH3:9])([CH2:4][CH2:3][CH2:2][C:10]#[N:11])[C:6]#[N:7]. The yield is 0.807. (6) The reactants are [NH2:1][C:2]1[CH:30]=[CH:29][C:5]2[NH:6][C:7]([C:12]3[C:13](=[O:28])[N:14]([CH2:23][CH2:24][CH:25]([CH3:27])[CH3:26])[C:15]4[C:20]([C:21]=3[OH:22])=[CH:19][CH:18]=[CH:17][N:16]=4)=[N:8][S:9](=[O:11])(=[O:10])[C:4]=2[CH:3]=1.Cl[S:32]([N:35]1[CH2:39][CH2:38][CH2:37][C@H:36]1[C:40]([O:42][CH3:43])=[O:41])(=[O:34])=[O:33].C(N(CC)CC)C. The catalyst is C(#N)C. The product is [OH:22][C:21]1[C:20]2[C:15](=[N:16][CH:17]=[CH:18][CH:19]=2)[N:14]([CH2:23][CH2:24][CH:25]([CH3:27])[CH3:26])[C:13](=[O:28])[C:12]=1[C:7]1[NH:6][C:5]2[CH:29]=[CH:30][C:2]([NH:1][S:32]([N:35]3[CH2:39][CH2:38][CH2:37][C@H:36]3[C:40]([O:42][CH3:43])=[O:41])(=[O:33])=[O:34])=[CH:3][C:4]=2[S:9](=[O:11])(=[O:10])[N:8]=1. The yield is 0.160. (7) The reactants are O[Li].O.C[O:5][C:6]([C:8]1[CH:9]=[C:10]([C:19]2[CH:24]=[CH:23][C:22]([CH3:25])=[CH:21][CH:20]=2)[CH:11]=[C:12]([N:14]2[CH:18]=[N:17][N:16]=[N:15]2)[CH:13]=1)=[O:7]. The catalyst is O.C1COCC1. The product is [CH3:25][C:22]1[CH:23]=[CH:24][C:19]([C:10]2[CH:11]=[C:12]([N:14]3[CH:18]=[N:17][N:16]=[N:15]3)[CH:13]=[C:8]([C:6]([OH:7])=[O:5])[CH:9]=2)=[CH:20][CH:21]=1. The yield is 0.930.